Dataset: Catalyst prediction with 721,799 reactions and 888 catalyst types from USPTO. Task: Predict which catalyst facilitates the given reaction. (1) Reactant: [NH2:1][C@H:2]1[CH2:6][CH2:5][N:4]([C@H:7]2[CH2:12][CH2:11][C@@H:10]([N:13]([CH:15]([CH3:17])[CH3:16])C)[CH2:9][C@H:8]2[NH:18][C:19](=[O:21])[CH3:20])[C:3]1=[O:22].C(N(C(C)C)CC)(C)C.Cl[C:33]1[C:42]2[C:37](=[CH:38][CH:39]=[C:40]([C:43]([F:46])([F:45])[F:44])[CH:41]=2)[N:36]=[CH:35][N:34]=1. Product: [CH:15]([NH:13][C@H:10]1[CH2:9][C@@H:8]([NH:18][C:19](=[O:21])[CH3:20])[C@@H:7]([N:4]2[CH2:5][CH2:6][C@H:2]([NH:1][C:33]3[C:42]4[C:37](=[CH:38][CH:39]=[C:40]([C:43]([F:45])([F:46])[F:44])[CH:41]=4)[N:36]=[CH:35][N:34]=3)[C:3]2=[O:22])[CH2:12][CH2:11]1)([CH3:16])[CH3:17]. The catalyst class is: 23. (2) Reactant: [CH2:1]([C:5]12[CH2:19][C:18](=[O:20])[CH:17]=[C:6]1[C:7]1[C:12]([CH2:13][CH2:14]2)=[CH:11][C:10]([O:15]C)=[CH:9][CH:8]=1)[CH2:2][CH2:3][CH3:4].B(Br)(Br)Br. Product: [CH2:1]([C:5]12[CH2:19][C:18](=[O:20])[CH:17]=[C:6]1[C:7]1[C:12]([CH2:13][CH2:14]2)=[CH:11][C:10]([OH:15])=[CH:9][CH:8]=1)[CH2:2][CH2:3][CH3:4]. The catalyst class is: 2. (3) The catalyst class is: 2. Reactant: [NH2:1][C:2]1[CH:7]=[CH:6][CH:5]=[C:4]([CH3:8])[N:3]=1.CCN(CC)CC.[C:16](O[C:16]([O:18][C:19]([CH3:22])([CH3:21])[CH3:20])=[O:17])([O:18][C:19]([CH3:22])([CH3:21])[CH3:20])=[O:17]. Product: [C:19]([O:18][C:16]([NH:1][C:2]1[CH:7]=[CH:6][CH:5]=[C:4]([CH3:8])[N:3]=1)=[O:17])([CH3:22])([CH3:21])[CH3:20]. (4) Reactant: [CH3:1][N:2]1[C:9](=[O:10])[CH2:8][CH2:7][C@H:3]1[C:4]([OH:6])=O.Cl.CN(C)CCCN=C=NCC.ON1C2C=CC=CC=2N=N1.C(N1CCOCC1)C.[C:41]1([CH2:51][NH2:52])[C:50]2[C:45](=[CH:46][CH:47]=[CH:48][CH:49]=2)[CH:44]=[CH:43][CH:42]=1. Product: [CH3:1][N:2]1[C:9](=[O:10])[CH2:8][CH2:7][C@H:3]1[C:4]([NH:52][CH2:51][C:41]1[C:50]2[C:45](=[CH:46][CH:47]=[CH:48][CH:49]=2)[CH:44]=[CH:43][CH:42]=1)=[O:6]. The catalyst class is: 4. (5) Reactant: [C:1]([C:5]1[CH:6]=[C:7]([C:16]2[CH:17]=[C:18]([C:24]3[CH:29]=[CH:28][C:27]([C:30]([O:32][CH2:33][CH3:34])=[O:31])=[CH:26][CH:25]=3)[CH:19]=[CH:20][C:21]=2[CH:22]=[CH2:23])[CH:8]=[CH:9][C:10]=1[N:11]([CH2:14][CH3:15])[CH2:12][CH3:13])([CH3:4])([CH3:3])[CH3:2].B12CC(CCC1)CC[CH2:36]2.[OH-:44].[Na+].OO. Product: [C:1]([C:5]1[CH:6]=[C:7]([C:16]2[CH:17]=[C:18]([C:24]3[CH:29]=[CH:28][C:27]([C:30]([O:32][CH2:33][CH3:34])=[O:31])=[CH:26][CH:25]=3)[CH:19]=[CH:20][C:21]=2[CH2:22][CH2:23][CH2:36][OH:44])[CH:8]=[CH:9][C:10]=1[N:11]([CH2:14][CH3:15])[CH2:12][CH3:13])([CH3:3])([CH3:4])[CH3:2]. The catalyst class is: 1.